Dataset: Catalyst prediction with 721,799 reactions and 888 catalyst types from USPTO. Task: Predict which catalyst facilitates the given reaction. (1) Reactant: [C:1]12([C:7]3[CH:12]=[CH:11][C:10]([N:13]4[CH2:17][C@H:16]([CH2:18][NH:19][C:20](=[O:22])[CH3:21])[O:15][C:14]4=[O:23])=[CH:9][CH:8]=3)[CH2:6][CH:5]1[CH2:4][NH:3][CH2:2]2.[O:24]=[C:25]([C:29]1[O:30][CH:31]=[CH:32][CH:33]=1)[C:26](O)=[O:27].C(Cl)CCl.C1C=CC2N(O)N=NC=2C=1.CN1CCOCC1. Product: [O:30]1[CH:31]=[CH:32][CH:33]=[C:29]1[C:25](=[O:24])[C:26]([N:3]1[CH2:4][CH:5]2[C:1]([C:7]3[CH:8]=[CH:9][C:10]([N:13]4[CH2:17][C@H:16]([CH2:18][NH:19][C:20](=[O:22])[CH3:21])[O:15][C:14]4=[O:23])=[CH:11][CH:12]=3)([CH2:6]2)[CH2:2]1)=[O:27]. The catalyst class is: 3. (2) Reactant: [NH2:1][C:2]1[N:7]=[C:6]([S:8]([NH:11][C:12]([C:14]2[CH:15]=[N:16][C:17]([C:21]3[CH:26]=[C:25]([O:27][CH2:28][CH:29]([CH3:31])[CH3:30])[CH:24]=[C:23]([F:32])[CH:22]=3)=[CH:18][C:19]=2Cl)=[O:13])(=[O:10])=[O:9])[CH:5]=[CH:4][CH:3]=1.[F-].[Cs+].[CH3:35][C:36]1([CH3:42])[CH2:40][C@H:39]([CH3:41])[CH2:38][NH:37]1. Product: [NH2:1][C:2]1[N:7]=[C:6]([S:8]([NH:11][C:12]([C:14]2[CH:15]=[N:16][C:17]([C:21]3[CH:26]=[C:25]([O:27][CH2:28][CH:29]([CH3:31])[CH3:30])[CH:24]=[C:23]([F:32])[CH:22]=3)=[CH:18][C:19]=2[N:37]2[CH2:38][C@@H:39]([CH3:41])[CH2:40][C:36]2([CH3:42])[CH3:35])=[O:13])(=[O:10])=[O:9])[CH:5]=[CH:4][CH:3]=1. The catalyst class is: 16. (3) Reactant: [NH:1]1[C:5](B(O)O)=[CH:4][CH:3]=[N:2]1.Br[CH2:10][C:11]([O:13][C:14]([CH3:17])([CH3:16])[CH3:15])=[O:12].C(=O)([O-])[O-].[K+].[K+].Br[C:25]1[CH:26]=[N:27][C:28]([NH2:31])=[N:29][CH:30]=1. Product: [C:14]([O:13][C:11](=[O:12])[CH2:10][N:2]1[CH:3]=[CH:4][C:5]([C:25]2[CH:26]=[N:27][C:28]([NH2:31])=[N:29][CH:30]=2)=[N:1]1)([CH3:17])([CH3:16])[CH3:15]. The catalyst class is: 427.